Predict the reaction yield, written as a fraction of the theoretical maximum amount of product (1.0 means a 100% yield; for example, 0.34 means a 34% yield). From a dataset of Reaction yield outcomes from USPTO patents with 853,638 reactions. (1) The reactants are [CH2:1]([O:3][C:4]([C:6]1[C:7]([Cl:24])=[C:8]2[CH:14]=[CH:13][N:12](CC3C=CC(OC)=CC=3)[C:9]2=[N:10][CH:11]=1)=[O:5])[CH3:2]. The catalyst is C(O)(C(F)(F)F)=O.OS(O)(=O)=O.C1(OC)C=CC=CC=1. The product is [CH2:1]([O:3][C:4]([C:6]1[C:7]([Cl:24])=[C:8]2[CH:14]=[CH:13][NH:12][C:9]2=[N:10][CH:11]=1)=[O:5])[CH3:2]. The yield is 0.460. (2) The yield is 0.700. No catalyst specified. The product is [Br:34][CH2:20][C:13]1[NH:12][C:11]([C:21]2[S:22][C:23]([F:26])=[CH:24][N:25]=2)=[N:10][CH:9]([C:3]2[CH:4]=[CH:5][C:6]([Cl:8])=[CH:7][C:2]=2[Cl:1])[C:14]=1[C:15]([O:17][CH2:18][CH3:19])=[O:16]. The reactants are [Cl:1][C:2]1[CH:7]=[C:6]([Cl:8])[CH:5]=[CH:4][C:3]=1[CH:9]1[C:14]([C:15]([O:17][CH2:18][CH3:19])=[O:16])=[C:13]([CH3:20])[NH:12][C:11]([C:21]2[S:22][C:23]([F:26])=[CH:24][N:25]=2)=[N:10]1.C1C(=O)N([Br:34])C(=O)C1. (3) The reactants are Br[C:2]1[CH:3]=[C:4]([N:8]([CH2:23][CH:24]([O:29][Si](C(C)(C)C)(C)C)[C:25]([F:28])([F:27])[F:26])[CH2:9][C:10]2[CH:15]=[CH:14][CH:13]=[C:12]([O:16][C:17]([F:22])([F:21])[CH:18]([F:20])[F:19])[CH:11]=2)[CH:5]=[CH:6][CH:7]=1.C(=O)([O-])[O-].[Cs+].[Cs+].[Cl:43][C:44]1[CH:49]=[CH:48][C:47]([OH:50])=[CH:46][C:45]=1[CH2:51][CH3:52].C1(C(O)=O)C2C(=CC=CC=2)C=CC=1. The catalyst is CC(N(C)C)=O.C1(C)C=CC=CC=1. The product is [Cl:43][C:44]1[CH:49]=[CH:48][C:47]([O:50][C:2]2[CH:3]=[C:4]([N:8]([CH2:9][C:10]3[CH:15]=[CH:14][CH:13]=[C:12]([O:16][C:17]([F:22])([F:21])[CH:18]([F:19])[F:20])[CH:11]=3)[CH2:23][CH:24]([OH:29])[C:25]([F:27])([F:26])[F:28])[CH:5]=[CH:6][CH:7]=2)=[CH:46][C:45]=1[CH2:51][CH3:52]. The yield is 0.230.